From a dataset of Forward reaction prediction with 1.9M reactions from USPTO patents (1976-2016). Predict the product of the given reaction. (1) Given the reactants [C:1]([C:3]1[CH:4]=[C:5]([N:11]([CH2:16][C:17]([F:20])([F:19])[F:18])[CH2:12][C:13]([OH:15])=O)[CH:6]=[CH:7][C:8]=1[C:9]#[N:10])#[N:2].[CH2:21]([NH2:23])[CH3:22], predict the reaction product. The product is: [C:1]([C:3]1[CH:4]=[C:5]([N:11]([CH2:16][C:17]([F:20])([F:19])[F:18])[CH2:12][C:13]([NH:23][CH2:21][CH3:22])=[O:15])[CH:6]=[CH:7][C:8]=1[C:9]#[N:10])#[N:2]. (2) Given the reactants [Cl:1][C:2]1[CH:7]=[CH:6][C:5]([C:8]2[CH:13]=[C:12]([C:14]([F:17])([F:16])[F:15])[N:11]3[N:18]=[CH:19][C:20]([C:21]([OH:23])=O)=[C:10]3[N:9]=2)=[CH:4][CH:3]=1.[NH2:24][C:25]1[CH:26]=[C:27]([S:31]([NH:34][CH:35]2[CH2:37][CH2:36]2)(=[O:33])=[O:32])[CH:28]=[CH:29][CH:30]=1, predict the reaction product. The product is: [CH:35]1([NH:34][S:31]([C:27]2[CH:26]=[C:25]([NH:24][C:21]([C:20]3[CH:19]=[N:18][N:11]4[C:12]([C:14]([F:17])([F:16])[F:15])=[CH:13][C:8]([C:5]5[CH:4]=[CH:3][C:2]([Cl:1])=[CH:7][CH:6]=5)=[N:9][C:10]=34)=[O:23])[CH:30]=[CH:29][CH:28]=2)(=[O:33])=[O:32])[CH2:37][CH2:36]1. (3) Given the reactants S(Cl)([Cl:3])=O.[Br:5][CH:6]([CH2:11][C:12]([OH:14])=O)[C:7]([O:9][CH3:10])=[O:8], predict the reaction product. The product is: [Br:5][CH:6]([CH2:11][C:12]([Cl:3])=[O:14])[C:7]([O:9][CH3:10])=[O:8]. (4) Given the reactants Cl.[CH2:2]([C:5]1[C:9]2[C:10]([N:14]3[CH2:23][CH2:22][C:21]4[C:16](=[CH:17][CH:18]=[CH:19][CH:20]=4)[CH2:15]3)=[N:11][CH:12]=[CH:13][C:8]=2[NH:7][C:6]=1[CH3:24])[CH:3]=[CH2:4].C(=O)(O)[O-].[Na+], predict the reaction product. The product is: [CH2:2]([C:5]1[C:9]2[C:10]([N:14]3[CH2:23][CH2:22][C:21]4[C:16](=[CH:17][CH:18]=[CH:19][CH:20]=4)[CH2:15]3)=[N:11][CH:12]=[CH:13][C:8]=2[NH:7][C:6]=1[CH3:24])[CH:3]=[CH2:4]. (5) Given the reactants [CH3:1][N:2]([CH3:19])[CH2:3][CH2:4][CH2:5][C:6]1[CH:10]=[C:9]([C:11]2[CH:16]=[CH:15][CH:14]=[CH:13][CH:12]=2)[NH:8][C:7]=1[CH:17]=[O:18].[CH3:20][I:21], predict the reaction product. The product is: [I-:21].[CH3:19][N+:2]([CH3:20])([CH3:1])[CH2:3][CH2:4][CH2:5][C:6]1[CH:10]=[C:9]([C:11]2[CH:12]=[CH:13][CH:14]=[CH:15][CH:16]=2)[NH:8][C:7]=1[CH:17]=[O:18]. (6) Given the reactants [C:1]([NH:8][C@@H:9]([C:14]([OH:16])=O)[C:10]([CH3:13])([CH3:12])[CH3:11])([O:3][C:4]([CH3:7])([CH3:6])[CH3:5])=[O:2].Cl.[NH:18]1[CH2:21][CH:20]([C:22]#[N:23])[CH2:19]1.C(N(CC)C(C)C)(C)C.CN(C(ON1N=NC2C=CC=NC1=2)=[N+](C)C)C.F[P-](F)(F)(F)(F)F, predict the reaction product. The product is: [C:4]([O:3][C:1](=[O:2])[NH:8][C@@H:9]([C:14]([N:18]1[CH2:21][CH:20]([C:22]#[N:23])[CH2:19]1)=[O:16])[C:10]([CH3:11])([CH3:12])[CH3:13])([CH3:5])([CH3:6])[CH3:7].